This data is from Full USPTO retrosynthesis dataset with 1.9M reactions from patents (1976-2016). The task is: Predict the reactants needed to synthesize the given product. (1) The reactants are: CC1C=CC(S(O[CH2:12][CH:13]2[O:18][C:17]3[CH:19]=[C:20]([S:24]([CH3:27])(=[O:26])=[O:25])[CH:21]=[C:22]([F:23])[C:16]=3[O:15][CH2:14]2)(=O)=O)=CC=1.[CH3:28][NH2:29]. Given the product [F:23][C:22]1[C:16]2[O:15][CH2:14][CH:13]([CH2:12][NH:29][CH3:28])[O:18][C:17]=2[CH:19]=[C:20]([S:24]([CH3:27])(=[O:26])=[O:25])[CH:21]=1, predict the reactants needed to synthesize it. (2) Given the product [Br:1][C:2]1[N:3]=[C:4]2[CH:9]=[CH:8][C:7]([N:17]3[CH2:18][C@@H:19]4[C@@H:15]([CH2:14][N:13]([CH3:12])[CH2:20]4)[CH2:16]3)=[N:6][N:5]2[CH:11]=1, predict the reactants needed to synthesize it. The reactants are: [Br:1][C:2]1[N:3]=[C:4]2[CH:9]=[CH:8][C:7](Cl)=[N:6][N:5]2[CH:11]=1.[CH3:12][N:13]1[CH2:20][C@@H:19]2[C@@H:15]([CH2:16][NH:17][CH2:18]2)[CH2:14]1.C(N(C(C)C)CC)(C)C.Cl. (3) Given the product [F:14][C:10]1[CH:9]=[C:8]([CH:2]([NH:19][C:18]2[CH:20]=[CH:21][CH:22]=[C:16]([F:15])[CH:17]=2)[C:3]([O:5][CH2:6][CH3:7])=[O:4])[CH:13]=[CH:12][CH:11]=1, predict the reactants needed to synthesize it. The reactants are: Br[CH:2]([C:8]1[CH:13]=[CH:12][CH:11]=[C:10]([F:14])[CH:9]=1)[C:3]([O:5][CH2:6][CH3:7])=[O:4].[F:15][C:16]1[CH:17]=[C:18]([CH:20]=[CH:21][CH:22]=1)[NH2:19]. (4) The reactants are: C12CC(CC1)CC2[O:8][C:9]([C:11]1[C:12]([C:25]([F:28])([F:27])[F:26])=[N:13][C:14]([O:17][C@@H:18]2[CH2:23][C@@H:22]3[CH2:24][C@H:19]2[CH2:20][CH2:21]3)=[N:15][CH:16]=1)=[O:10].C12CC(CC1)CC2OC(C1C(C(F)(F)F)=NC(O[C@H]2C[C@H]3C[C@@H]2CC3)=NC=1)=O.[OH-].[Na+].Cl. Given the product [C@H:19]12[CH2:24][C@H:22]([CH2:21][CH2:20]1)[CH2:23][C@H:18]2[O:17][C:14]1[N:13]=[C:12]([C:25]([F:26])([F:27])[F:28])[C:11]([C:9]([OH:10])=[O:8])=[CH:16][N:15]=1, predict the reactants needed to synthesize it. (5) Given the product [N:27]([C:2]1[C:3]2[NH:10][CH:9]=[C:8]([C@H:11]3[C@H:15]([OH:16])[C@H:14]([OH:17])[C@@H:13]([CH2:18][OH:19])[N:12]3[C:20]([O:22][C:23]([CH3:26])([CH3:25])[CH3:24])=[O:21])[C:4]=2[N:5]=[CH:6][N:7]=1)=[N+:28]=[N-:29], predict the reactants needed to synthesize it. The reactants are: Cl[C:2]1[C:3]2[NH:10][CH:9]=[C:8]([C@H:11]3[C@H:15]([OH:16])[C@H:14]([OH:17])[C@@H:13]([CH2:18][OH:19])[N:12]3[C:20]([O:22][C:23]([CH3:26])([CH3:25])[CH3:24])=[O:21])[C:4]=2[N:5]=[CH:6][N:7]=1.[N-:27]=[N+:28]=[N-:29].[Na+].